Dataset: Retrosynthesis with 50K atom-mapped reactions and 10 reaction types from USPTO. Task: Predict the reactants needed to synthesize the given product. (1) Given the product O=C(CCl)NC12CC3CC(CC(C3)C1)C2, predict the reactants needed to synthesize it. The reactants are: NC12CC3CC(CC(C3)C1)C2.O=C(Cl)CCl. (2) Given the product COc1ccc(N2CCN(C(=O)C3CC34CCN(C3CCOCC3)CC4)CC2)cc1, predict the reactants needed to synthesize it. The reactants are: COc1ccc(N2CCNCC2)cc1.O=C(O)C1CC12CCN(C1CCOCC1)CC2. (3) The reactants are: CCOC(=O)C(=O)c1csc(N)n1.O=C=NCc1cccc(F)c1. Given the product CCOC(=O)C(=O)c1csc(NC(=O)NCc2cccc(F)c2)n1, predict the reactants needed to synthesize it. (4) Given the product CC(C)(C)OC(=O)NCC(=O)Nc1cccc(NC(=O)C(=O)N2CCC(Cc3ccccc3)CC2)c1, predict the reactants needed to synthesize it. The reactants are: CC(C)(C)OC(=O)NCC(=O)O.Nc1cccc(NC(=O)C(=O)N2CCC(Cc3ccccc3)CC2)c1. (5) Given the product O=C(O)COc1ccc(-c2c(Cl)c(CN3C(=O)CCC3=O)nc3sc4c(c23)CCS(=O)C4)cc1, predict the reactants needed to synthesize it. The reactants are: CC(C)(C)OC(=O)COc1ccc(-c2c(Cl)c(CN3C(=O)CCC3=O)nc3sc4c(c23)CCS(=O)C4)cc1. (6) Given the product NNc1nc(NC2Cc3ccccc3C2)c2nc[nH]c2n1, predict the reactants needed to synthesize it. The reactants are: Clc1nc(NC2Cc3ccccc3C2)c2nc[nH]c2n1.NN. (7) Given the product Cc1cc(-c2ccc(C(F)(F)F)cc2)cc(-c2ccnc(-c3cccc(N)c3)n2)n1, predict the reactants needed to synthesize it. The reactants are: Cc1cc(-c2ccc(C(F)(F)F)cc2)cc(-c2ccnc(-c3cccc([N+](=O)[O-])c3)n2)n1. (8) The reactants are: CC(C)(C)OC(=O)N1[C@H](CF)[C@@H](c2ccc(-c3ccc(C(=O)O)nc3)cc2)OC1(C)C.CCN. Given the product CCNC(=O)c1ccc(-c2ccc([C@H]3OC(C)(C)N(C(=O)OC(C)(C)C)[C@@H]3CF)cc2)cn1, predict the reactants needed to synthesize it.